Dataset: Serine/threonine kinase 33 screen with 319,792 compounds. Task: Binary Classification. Given a drug SMILES string, predict its activity (active/inactive) in a high-throughput screening assay against a specified biological target. (1) The molecule is Fc1c(CCN2CC(CCC2)CN(C)C(=O)c2oc(cc2)COC)cccc1. The result is 0 (inactive). (2) The molecule is Clc1ccc(c2n(Cc3ccccc3)c(=S)[nH]c2)cc1. The result is 0 (inactive). (3) The molecule is Fc1ccc(CCN2C(=O)/C(=C/NN3CCCCC3)C(=O)NC2=O)cc1. The result is 0 (inactive). (4) The drug is OC1(c2c(c3c1cccc3)cccc2)C(=O)NN\C=C1\C(=O)C=CC=C1. The result is 0 (inactive). (5) The compound is S(=O)(=O)(N1CCc2c(C1)cc(OC)c(OC)c2)CCC. The result is 0 (inactive). (6) The compound is S(c1n(CC=C)c(N)cc(=O)n1)CC(=O)Nc1c(cccc1)C(=O)N. The result is 0 (inactive). (7) The molecule is O1CCN(CC1)c1c(NC(=O)C=2OCCOC2)cccc1. The result is 0 (inactive). (8) The molecule is S1CCN(CC1)Cc1c(OC)cccc1. The result is 0 (inactive). (9) The compound is O=C(N1CCN(CC1)C(C)C)COc1ccc(OC)cc1. The result is 0 (inactive). (10) The molecule is S=P(Nn1cnnc1)(c1ccccc1)c1ccccc1. The result is 0 (inactive).